From a dataset of Catalyst prediction with 721,799 reactions and 888 catalyst types from USPTO. Predict which catalyst facilitates the given reaction. Reactant: [NH2:1][C:2]1[CH:7]=[CH:6][C:5]([S:8]([NH:11][C:12]2[CH:17]=[CH:16][CH:15]=[CH:14][C:13]=2[O:18][C:19]2[CH:24]=[CH:23][C:22]([Cl:25])=[CH:21][C:20]=2[Cl:26])(=[O:10])=[O:9])=[CH:4][CH:3]=1.[F:27][C:28]([F:39])([F:38])[C:29](O[C:29](=[O:30])[C:28]([F:39])([F:38])[F:27])=[O:30]. Product: [Cl:26][C:20]1[CH:21]=[C:22]([Cl:25])[CH:23]=[CH:24][C:19]=1[O:18][C:13]1[CH:14]=[CH:15][CH:16]=[CH:17][C:12]=1[NH:11][S:8]([C:5]1[CH:4]=[CH:3][C:2]([NH:1][C:29](=[O:30])[C:28]([F:39])([F:38])[F:27])=[CH:7][CH:6]=1)(=[O:9])=[O:10]. The catalyst class is: 17.